Dataset: Catalyst prediction with 721,799 reactions and 888 catalyst types from USPTO. Task: Predict which catalyst facilitates the given reaction. Reactant: [OH-].[Na+].[Cl:3][C:4]1[CH:12]=[CH:11][C:10]2[NH:9][C:8]3[CH2:13][CH2:14][N:15]([CH3:18])[CH2:16][CH2:17][C:7]=3[C:6]=2[CH:5]=1.Br[CH2:20][CH2:21][C:22]1[CH:27]=[CH:26][CH:25]=[CH:24][CH:23]=1.O. Product: [Cl:3][C:4]1[CH:12]=[CH:11][C:10]2[N:9]([CH2:20][CH2:21][C:22]3[CH:27]=[CH:26][CH:25]=[CH:24][CH:23]=3)[C:8]3[CH2:13][CH2:14][N:15]([CH3:18])[CH2:16][CH2:17][C:7]=3[C:6]=2[CH:5]=1. The catalyst class is: 1.